The task is: Predict the product of the given reaction.. This data is from Forward reaction prediction with 1.9M reactions from USPTO patents (1976-2016). (1) Given the reactants Br[C:2]1[N:3]([CH3:23])[C:4]([C:13]2[S:14][C:15]3[N:16]=[CH:17][N:18]=[C:19]([NH2:22])[C:20]=3[N:21]=2)=[C:5]([C:7]2[CH:12]=[CH:11][CH:10]=[CH:9][CH:8]=2)[N:6]=1.[CH3:24][Si:25]([C:28]#[CH:29])([CH3:27])[CH3:26].C(N(CC)CC)C, predict the reaction product. The product is: [CH3:23][N:3]1[C:4]([C:13]2[S:14][C:15]3[N:16]=[CH:17][N:18]=[C:19]([NH2:22])[C:20]=3[N:21]=2)=[C:5]([C:7]2[CH:12]=[CH:11][CH:10]=[CH:9][CH:8]=2)[N:6]=[C:2]1[C:29]#[C:28][Si:25]([CH3:27])([CH3:26])[CH3:24]. (2) Given the reactants [O-][Si]([O-])=O.[O-][Si]([O-])=O.[Na+].[Al+3].P(C(C)(C)C)(C(C)(C)C)C(C)(C)C.Br[C:25]1[CH:30]=[CH:29][C:28]([N:31]([C:38]2[CH:43]=[CH:42][CH:41]=[CH:40][CH:39]=2)[C:32]2[CH:37]=[CH:36][CH:35]=[CH:34][CH:33]=2)=[CH:27][CH:26]=1.[NH2:44][C:45]1[CH:50]=[CH:49][CH:48]=[CH:47][CH:46]=1, predict the reaction product. The product is: [C:32]1([N:31]([C:38]2[CH:43]=[CH:42][CH:41]=[CH:40][CH:39]=2)[C:28]2[CH:29]=[CH:30][C:25]([NH:44][C:45]3[CH:50]=[CH:49][CH:48]=[CH:47][CH:46]=3)=[CH:26][CH:27]=2)[CH:37]=[CH:36][CH:35]=[CH:34][CH:33]=1. (3) Given the reactants [NH:1]1[C:9]2[C:4](=[CH:5][CH:6]=[CH:7][CH:8]=2)[CH2:3][CH2:2]1.[CH:10]1([N:17]=[C:18]=[O:19])[CH2:16][CH2:15][CH2:14][CH2:13][CH2:12][CH2:11]1, predict the reaction product. The product is: [CH:10]1([NH:17][C:18]([N:1]2[C:9]3[C:4](=[CH:5][CH:6]=[CH:7][CH:8]=3)[CH2:3][CH2:2]2)=[O:19])[CH2:16][CH2:15][CH2:14][CH2:13][CH2:12][CH2:11]1. (4) Given the reactants [NH2:1][C:2]1[N:6]([C@@H:7]2[CH2:12][CH2:11][CH2:10][N:9]([C:13](=[O:19])/[CH:14]=[CH:15]/[CH2:16]CO)[CH2:8]2)[N:5]=[C:4]([C:20]2[CH:25]=[CH:24][C:23]([O:26][C:27]3[CH:32]=[CH:31][C:30]([F:33])=[CH:29][C:28]=3[F:34])=[CH:22][CH:21]=2)[C:3]=1[C:35]([NH2:37])=[O:36].C(O)(=O)/C=C/C, predict the reaction product. The product is: [NH2:1][C:2]1[N:6]([C@@H:7]2[CH2:12][CH2:11][CH2:10][N:9]([C:13](=[O:19])/[CH:14]=[CH:15]/[CH3:16])[CH2:8]2)[N:5]=[C:4]([C:20]2[CH:21]=[CH:22][C:23]([O:26][C:27]3[CH:32]=[CH:31][C:30]([F:33])=[CH:29][C:28]=3[F:34])=[CH:24][CH:25]=2)[C:3]=1[C:35]([NH2:37])=[O:36]. (5) Given the reactants [CH3:1][O:2][C:3](=[O:15])[C:4]1[CH:9]=[CH:8][C:7]([C:10]([F:13])([F:12])[F:11])=[C:6]([NH2:14])[CH:5]=1.C([O-])([O-])=O.[K+].[K+].CNCCNC.Br[C:29]1[CH:34]=[CH:33][CH:32]=[CH:31][C:30]=1[CH:35]=[CH:36]Br, predict the reaction product. The product is: [CH3:1][O:2][C:3](=[O:15])[C:4]1[CH:9]=[CH:8][C:7]([C:10]([F:13])([F:12])[F:11])=[C:6]([N:14]2[C:31]3[C:30](=[CH:29][CH:34]=[CH:33][CH:32]=3)[CH:35]=[CH:36]2)[CH:5]=1. (6) The product is: [O:11]=[C:9]1[CH2:8][C:3]2[C:2](=[CH:7][CH:6]=[CH:5][CH:4]=2)[N:1]1[CH:14]1[CH2:19][CH2:18][N:17]([C:20]([O:22][C:23]([CH3:26])([CH3:25])[CH3:24])=[O:21])[CH2:16][CH2:15]1. Given the reactants [NH2:1][C:2]1[CH:7]=[CH:6][CH:5]=[CH:4][C:3]=1[CH2:8][C:9]([O:11]C)=O.O=[C:14]1[CH2:19][CH2:18][N:17]([C:20]([O:22][C:23]([CH3:26])([CH3:25])[CH3:24])=[O:21])[CH2:16][CH2:15]1.C(O)(=O)C.C(O[BH-](OC(=O)C)OC(=O)C)(=O)C.[Na+], predict the reaction product.